Predict which catalyst facilitates the given reaction. From a dataset of Catalyst prediction with 721,799 reactions and 888 catalyst types from USPTO. (1) Reactant: [H-].[Na+].[CH2:3](P(=O)(OCC)OCC)[C:4]1[CH:9]=[CH:8][CH:7]=[CH:6][CH:5]=1.[N+:18]([C:21]1[CH:22]=[C:23]([CH:26]=[CH:27][CH:28]=1)[CH:24]=O)([O-:20])=[O:19].Cl. Product: [N+:18]([C:21]1[CH:22]=[C:23](/[CH:24]=[CH:3]/[C:4]2[CH:5]=[CH:6][CH:7]=[CH:8][CH:9]=2)[CH:26]=[CH:27][CH:28]=1)([O-:20])=[O:19]. The catalyst class is: 9. (2) Reactant: Cl.[C:2]([NH2:7])(=[NH:6])[CH:3]([CH3:5])[CH3:4].CC[O-].[Na+].[C:12]([OH:20])(=[O:19])/[C:13](=[C:15](\[CH:17]=O)/[Br:16])/Br. Product: [Br:16][C:15]1[C:13]([C:12]([OH:20])=[O:19])=[N:6][C:2]([CH:3]([CH3:5])[CH3:4])=[N:7][CH:17]=1. The catalyst class is: 14. (3) Reactant: [C:1]([OH:20])(=O)[CH2:2][CH2:3][CH2:4][CH2:5][CH2:6][CH2:7][CH2:8][CH2:9][CH2:10][CH2:11][CH2:12][CH2:13][CH2:14][CH2:15][CH2:16][CH2:17][CH3:18].S(Cl)(Cl)=O.N1C=CC=CC=1.[NH2:31][CH2:32][CH2:33][CH2:34][CH2:35][C:36]1[C:49]2[C:40](=[C:41]3[C:46](=[CH:47][CH:48]=2)[CH:45]=[CH:44][CH:43]=[N:42]3)[N:39]=[CH:38][CH:37]=1. Product: [C:1]([NH:31][CH2:32][CH2:33][CH2:34][CH2:35][C:36]1[C:49]2[C:40](=[C:41]3[C:46](=[CH:47][CH:48]=2)[CH:45]=[CH:44][CH:43]=[N:42]3)[N:39]=[CH:38][CH:37]=1)(=[O:20])[CH2:2][CH2:3][CH2:4][CH2:5][CH2:6][CH2:7][CH2:8][CH2:9][CH2:10][CH2:11][CH2:12][CH2:13][CH2:14][CH2:15][CH2:16][CH2:17][CH3:18]. The catalyst class is: 6. (4) Reactant: [Br:1][C:2]1[CH:7]=[CH:6][C:5]([Br:8])=[CH:4][C:3]=1[S:9]([NH:12][C@@H:13]1[CH2:17][CH2:16][N:15]([C:18]([O:20][C:21]([CH3:24])([CH3:23])[CH3:22])=[O:19])[CH2:14]1)(=[O:11])=[O:10].[H-].[Na+].Br[CH2:28][CH:29]([CH3:31])[CH3:30]. Product: [Br:1][C:2]1[CH:7]=[CH:6][C:5]([Br:8])=[CH:4][C:3]=1[S:9]([N:12]([CH2:28][CH:29]([CH3:31])[CH3:30])[C@@H:13]1[CH2:17][CH2:16][N:15]([C:18]([O:20][C:21]([CH3:24])([CH3:23])[CH3:22])=[O:19])[CH2:14]1)(=[O:11])=[O:10]. The catalyst class is: 3.